Task: Predict the reaction yield, written as a fraction of the theoretical maximum amount of product (1.0 means a 100% yield; for example, 0.34 means a 34% yield).. Dataset: Reaction yield outcomes from USPTO patents with 853,638 reactions (1) The reactants are [F:1][C:2]1[CH:3]=[C:4]([CH:31]=[CH:32][C:33]=1[NH:34][C:35]([C:37]1([C:40](=[O:49])[NH:41][C:42]2[CH:47]=[CH:46][C:45]([F:48])=[CH:44][CH:43]=2)[CH2:39][CH2:38]1)=[O:36])[O:5][C:6]1[CH:11]=[CH:10][N:9]=[C:8]([N:12]([C:22](OC2C=CC=CC=2)=[O:23])C(=O)OC2C=CC=CC=2)[CH:7]=1.[CH3:50][N:51]([CH3:62])[CH2:52][CH2:53][N:54]1[CH2:59][CH2:58][CH:57]([NH:60][CH3:61])[CH2:56][CH2:55]1. The catalyst is CN(C)C=O. The product is [CH3:50][N:51]([CH3:62])[CH2:52][CH2:53][N:54]1[CH2:55][CH2:56][CH:57]([N:60]([CH3:61])[C:22]([NH:12][C:8]2[CH:7]=[C:6]([O:5][C:4]3[CH:31]=[CH:32][C:33]([NH:34][C:35]([C:37]4([C:40]([NH:41][C:42]5[CH:47]=[CH:46][C:45]([F:48])=[CH:44][CH:43]=5)=[O:49])[CH2:38][CH2:39]4)=[O:36])=[C:2]([F:1])[CH:3]=3)[CH:11]=[CH:10][N:9]=2)=[O:23])[CH2:58][CH2:59]1. The yield is 0.659. (2) The reactants are [Cl:1][C:2]1[CH:7]=[CH:6][C:5]([C:8]2[NH:12][N:11]=[C:10]([N:13]3[CH2:18][CH2:17][NH:16][CH2:15][CH2:14]3)[C:9]=2[C:19]2[CH:24]=[CH:23][N:22]=[CH:21][CH:20]=2)=[CH:4][CH:3]=1.[CH2:25]=O. The catalyst is C(O)=O. The product is [Cl:1][C:2]1[CH:7]=[CH:6][C:5]([C:8]2[NH:12][N:11]=[C:10]([N:13]3[CH2:18][CH2:17][N:16]([CH3:25])[CH2:15][CH2:14]3)[C:9]=2[C:19]2[CH:24]=[CH:23][N:22]=[CH:21][CH:20]=2)=[CH:4][CH:3]=1. The yield is 0.680.